This data is from CYP2D6 inhibition data for predicting drug metabolism from PubChem BioAssay. The task is: Regression/Classification. Given a drug SMILES string, predict its absorption, distribution, metabolism, or excretion properties. Task type varies by dataset: regression for continuous measurements (e.g., permeability, clearance, half-life) or binary classification for categorical outcomes (e.g., BBB penetration, CYP inhibition). Dataset: cyp2d6_veith. (1) The compound is CC1(C)CC(=O)C2=C(C1)N(Cc1cccnc1)C(=O)C2(NC(=O)c1cccnc1)C(F)(F)F. The result is 0 (non-inhibitor). (2) The molecule is CSc1nsc(SC)c1C(=O)Nc1ccc(C)cc1. The result is 1 (inhibitor).